From a dataset of Peptide-MHC class I binding affinity with 185,985 pairs from IEDB/IMGT. Regression. Given a peptide amino acid sequence and an MHC pseudo amino acid sequence, predict their binding affinity value. This is MHC class I binding data. (1) The peptide sequence is YQVNNLEEI. The MHC is HLA-A02:03 with pseudo-sequence HLA-A02:03. The binding affinity (normalized) is 0.806. (2) The peptide sequence is MTPAERLV. The MHC is Mamu-A02 with pseudo-sequence Mamu-A02. The binding affinity (normalized) is 0. (3) The peptide sequence is VERLKHGTF. The MHC is HLA-B08:02 with pseudo-sequence HLA-B08:02. The binding affinity (normalized) is 0.0847.